Task: Predict which catalyst facilitates the given reaction.. Dataset: Catalyst prediction with 721,799 reactions and 888 catalyst types from USPTO (1) Reactant: [H-].[Na+].[O:3]1[C:7]2[CH:8]=[CH:9][CH:10]=[CH:11][C:6]=2[N:5]=[C:4]1[N:12]([C:24]1[CH:29]=[CH:28][CH:27]=[CH:26][N:25]=1)[CH2:13][CH2:14][CH2:15][CH2:16][CH2:17][CH2:18][C:19](OCC)=O.[CH2:30]([O:32][C:33](=[O:42])CCCCCCCI)[CH3:31].O. Product: [O:3]1[C:7]2[CH:8]=[CH:9][CH:10]=[CH:11][C:6]=2[N:5]=[C:4]1[N:12]([C:24]1[CH:29]=[CH:28][CH:27]=[CH:26][N:25]=1)[CH2:13][CH2:14][CH2:15][CH2:16][CH2:17][CH2:18][CH2:19][C:33]([O:32][CH2:30][CH3:31])=[O:42]. The catalyst class is: 3. (2) Reactant: [CH:1]1[CH:10]=[CH:9][CH:8]=[C:7]2[C:2]=1[C:3]1[N:13]3[O:14][CH2:15][CH2:16][CH2:17][CH2:18][C:12]3=[N:11][C:4]=1[CH:5]=[N:6]2.ClC1C=C(C=CC=1)C(OO)=[O:24]. Product: [CH:1]1[CH:10]=[CH:9][CH:8]=[C:7]2[C:2]=1[C:3]1[N:13]3[O:14][CH2:15][CH2:16][CH2:17][CH2:18][C:12]3=[N:11][C:4]=1[CH:5]=[N+:6]2[O-:24]. The catalyst class is: 4. (3) Reactant: [F:1][C:2]1[C:11]([CH2:12][CH2:13][CH2:14][OH:15])=[C:10]2[C:5]([CH:6]=[CH:7][C:8]([O:16][CH3:17])=[N:9]2)=[CH:4][CH:3]=1. Product: [F:1][C:2]1[C:11]([CH2:12][CH2:13][CH:14]=[O:15])=[C:10]2[C:5]([CH:6]=[CH:7][C:8]([O:16][CH3:17])=[N:9]2)=[CH:4][CH:3]=1. The catalyst class is: 21. (4) Reactant: C(O)(C(F)(F)F)=O.[O:8]=[C:9]1[CH:14]=[C:13]([C:15]2[CH:20]=[CH:19][N:18]=[C:17]([NH:21][CH:22]3[CH2:27][CH2:26][O:25][CH2:24][CH2:23]3)[N:16]=2)[CH:12]=[CH:11][N:10]1CC1C=C2C(C=CN2C(OC(C)(C)C)=O)=CC=1.C([O-])(O)=O.[Na+].CC#N. Product: [O:25]1[CH2:26][CH2:27][CH:22]([NH:21][C:17]2[N:16]=[C:15]([C:13]3[CH:12]=[CH:11][NH:10][C:9](=[O:8])[CH:14]=3)[CH:20]=[CH:19][N:18]=2)[CH2:23][CH2:24]1. The catalyst class is: 4. (5) Reactant: [F:1][C:2]1[C:3]([C:8](O)=[O:9])=[N:4][N:5]([CH3:7])[CH:6]=1.C(N(CC)CC)C.C(OC(Cl)=O)C(C)C.[BH4-].[Na+]. Product: [F:1][C:2]1[C:3]([CH2:8][OH:9])=[N:4][N:5]([CH3:7])[CH:6]=1. The catalyst class is: 1.